This data is from Reaction yield outcomes from USPTO patents with 853,638 reactions. The task is: Predict the reaction yield, written as a fraction of the theoretical maximum amount of product (1.0 means a 100% yield; for example, 0.34 means a 34% yield). (1) The reactants are [Cl:1][C:2]1[CH:3]=[C:4]2[C:9](=[CH:10][CH:11]=1)[N:8]=[C:7]([CH2:12]Cl)[N:6]([C:14]1[CH:19]=[CH:18][CH:17]=[CH:16][C:15]=1[Cl:20])[C:5]2=[O:21].O.[SH:23][C:24]1[N:32]=[CH:31][N:30]=[C:29]2[C:25]=1[NH:26][CH:27]=[N:28]2.C([O-])([O-])=O.[K+].[K+]. The catalyst is CN(C=O)C. The product is [Cl:1][C:2]1[CH:3]=[C:4]2[C:9](=[CH:10][CH:11]=1)[N:8]=[C:7]([CH2:12][S:23][C:24]1[N:32]=[CH:31][N:30]=[C:29]3[C:25]=1[N:26]=[CH:27][NH:28]3)[N:6]([C:14]1[CH:19]=[CH:18][CH:17]=[CH:16][C:15]=1[Cl:20])[C:5]2=[O:21]. The yield is 0.420. (2) The reactants are C(N(C(C)C)CC)(C)C.[CH3:10][O:11][C:12](=[O:21])[CH:13]([P:15]([O:19][CH3:20])([O:17][CH3:18])=[O:16])[NH2:14].COC(=O)C(P(OC)(OC)=O)NC(OCC1C=CC=CC=1)=O.F[P-](F)(F)(F)(F)F.N1(OC(N(C)C)=[N+](C)C)C2C=CC=CC=2N=N1.ON1C2C=CC=CC=2N=N1.[Br:78][C:79]1[CH:87]=[C:86]([C:88]([NH:90][CH2:91][C:92]2[CH:97]=[CH:96][CH:95]=[C:94]([OH:98])[CH:93]=2)=[O:89])[CH:85]=[CH:84][C:80]=1[C:81](O)=[O:82]. The catalyst is CN(C)C=O. The product is [CH3:10][O:11][C:12](=[O:21])[CH:13]([P:15]([O:17][CH3:18])([O:19][CH3:20])=[O:16])[NH:14][C:81](=[O:82])[C:80]1[CH:84]=[CH:85][C:86]([C:88]([NH:90][CH2:91][C:92]2[CH:97]=[CH:96][CH:95]=[C:94]([OH:98])[CH:93]=2)=[O:89])=[CH:87][C:79]=1[Br:78]. The yield is 0.760. (3) The reactants are [Cl:1][C:2]1[C:3]([CH3:13])=[CH:4][C:5]([F:12])=[C:6]([CH:11]=1)[C:7]([O:9]C)=[O:8].[OH-].[Na+]. The catalyst is O1CCOCC1.O. The product is [Cl:1][C:2]1[C:3]([CH3:13])=[CH:4][C:5]([F:12])=[C:6]([CH:11]=1)[C:7]([OH:9])=[O:8]. The yield is 0.840. (4) The reactants are [C:1](O)(=O)C(O)=O.[CH3:7][O:8][C:9]1[CH:10]=[C:11]([CH2:17][C@:18]2([CH2:32][CH2:33][C:34]([O:36][C:37]([CH3:40])([CH3:39])[CH3:38])=[O:35])[C:27]3[C:22](=[CH:23][C:24]([O:30][CH3:31])=[C:25]([O:28][CH3:29])[CH:26]=3)[CH2:21][CH2:20][NH:19]2)[CH:12]=[CH:13][C:14]=1[O:15][CH3:16].C(=O)(O)[O-].[Na+].ClCCl.[I:49]C. The catalyst is O.C(OCC)C. The product is [I-:49].[CH3:7][O:8][C:9]1[CH:10]=[C:11]([CH2:17][C@:18]2([CH2:32][CH2:33][C:34]([O:36][C:37]([CH3:40])([CH3:39])[CH3:38])=[O:35])[C:27]3[C:22](=[CH:23][C:24]([O:30][CH3:31])=[C:25]([O:28][CH3:29])[CH:26]=3)[CH2:21][CH2:20][NH+:19]2[CH3:1])[CH:12]=[CH:13][C:14]=1[O:15][CH3:16]. The yield is 0.890. (5) The reactants are [Cl:1][C:2]1[N:11]=[C:10]([N:12]2[CH2:16][CH2:15][C@H:14]([N:17]([CH3:25])C(=O)OC(C)(C)C)[CH2:13]2)[C:9]2[CH2:8][CH2:7][CH2:6][CH2:5][C:4]=2[N:3]=1.[F:26][C:27]([F:37])([F:36])[C:28]1[CH:29]=[C:30]([NH2:35])[CH:31]=[C:32]([NH2:34])[CH:33]=1. No catalyst specified. The product is [ClH:1].[ClH:1].[CH3:25][NH:17][C@H:14]1[CH2:15][CH2:16][N:12]([C:10]2[C:9]3[CH2:8][CH2:7][CH2:6][CH2:5][C:4]=3[N:3]=[C:2]([NH:34][C:32]3[CH:33]=[C:28]([C:27]([F:26])([F:36])[F:37])[CH:29]=[C:30]([NH2:35])[CH:31]=3)[N:11]=2)[CH2:13]1. The yield is 0.300. (6) The reactants are [F:1][C:2]1[CH:7]=[C:6]([N+:8]([O-])=O)[CH:5]=[C:4]([F:11])[C:3]=1[Si:12]([CH3:15])([CH3:14])[CH3:13]. The catalyst is CO.[C].[Pd]. The product is [F:1][C:2]1[CH:7]=[C:6]([CH:5]=[C:4]([F:11])[C:3]=1[Si:12]([CH3:14])([CH3:13])[CH3:15])[NH2:8]. The yield is 0.820. (7) The reactants are [F:1][C:2]([F:7])([F:6])[C:3]([OH:5])=[O:4].ClC1C=CC(NC(=O)C2C=C(F)C=CC=2)=NC=1.C(O[CH:30]([N:65]=C=O)[CH2:31][O:32][C:33]1[CH:58]=[C:57]([N:59]2[CH2:64][CH2:63][O:62][CH2:61][CH2:60]2)[CH:56]=[CH:55][C:34]=1[C:35]([NH:37][C:38]1[CH:53]=[CH:52][C:51]([F:54])=[CH:50][C:39]=1[C:40]([NH:42][C:43]1[CH:48]=[CH:47][C:46]([Cl:49])=[CH:45][N:44]=1)=[O:41])=[O:36])(C)(C)C. The yield is 0.740. The product is [F:1][C:2]([F:7])([F:6])[C:3]([OH:5])=[O:4].[NH2:65][CH2:30][CH2:31][O:32][C:33]1[CH:58]=[C:57]([N:59]2[CH2:64][CH2:63][O:62][CH2:61][CH2:60]2)[CH:56]=[CH:55][C:34]=1[C:35]([NH:37][C:38]1[CH:53]=[CH:52][C:51]([F:54])=[CH:50][C:39]=1[C:40]([NH:42][C:43]1[CH:48]=[CH:47][C:46]([Cl:49])=[CH:45][N:44]=1)=[O:41])=[O:36]. No catalyst specified. (8) The reactants are [NH2:1][C:2]1[CH:3]=[N:4][CH:5]=[CH:6][C:7]=1[NH2:8].[C:9](O)(=[O:13])[C:10](O)=[O:11]. The catalyst is Cl. The product is [NH:8]1[C:10](=[O:11])[C:9](=[O:13])[NH:1][C:2]2[CH:3]=[N:4][CH:5]=[CH:6][C:7]1=2. The yield is 0.800.